From a dataset of Forward reaction prediction with 1.9M reactions from USPTO patents (1976-2016). Predict the product of the given reaction. (1) Given the reactants F[C:2]1[CH:7]=[CH:6][C:5]([S:8]([CH3:11])(=[O:10])=[O:9])=[CH:4][C:3]=1[N+:12]([O-:14])=[O:13].CC1C=C(Br)C=CC=1S(N[C:27]1[CH:32]=[C:31]2N(C)C([N:36](C)[C:30]2=CC=1OC)=O)(=O)=O.Cl[C:31]1[CH:32]=[CH:27]C(S(C(C)C)(=O)=O)=C[C:30]=1[N+:36]([O-])=O, predict the reaction product. The product is: [CH:31]1([CH2:30][NH:36][C:2]2[CH:7]=[CH:6][C:5]([S:8]([CH3:11])(=[O:10])=[O:9])=[CH:4][C:3]=2[N+:12]([O-:14])=[O:13])[CH2:27][CH2:32]1. (2) Given the reactants [F:1][C:2]([F:23])([F:22])[C:3]1[CH:21]=[CH:20][C:6]([CH2:7][NH:8][CH2:9][C:10]2[CH:15]=[CH:14][C:13]([C:16]([F:19])([F:18])[F:17])=[CH:12][CH:11]=2)=[CH:5][CH:4]=1.[CH2:24]([O:26][C@H:27]([C:40]([O:42][CH2:43][CH3:44])=[O:41])[CH2:28][C:29]1[CH:39]=[CH:38][C:32]([O:33][CH2:34][C:35](O)=[O:36])=[CH:31][CH:30]=1)[CH3:25].C(N(CC)C(C)C)(C)C.F[B-](F)(F)F.N1(OC(N(C)C)=[N+](C)C)C2C=CC=CC=2N=N1, predict the reaction product. The product is: [F:1][C:2]([F:22])([F:23])[C:3]1[CH:4]=[CH:5][C:6]([CH2:7][N:8]([CH2:9][C:10]2[CH:11]=[CH:12][C:13]([C:16]([F:17])([F:18])[F:19])=[CH:14][CH:15]=2)[C:35](=[O:36])[CH2:34][O:33][C:32]2[CH:31]=[CH:30][C:29]([CH2:28][C@H:27]([O:26][CH2:24][CH3:25])[C:40]([O:42][CH2:43][CH3:44])=[O:41])=[CH:39][CH:38]=2)=[CH:20][CH:21]=1.